This data is from Catalyst prediction with 721,799 reactions and 888 catalyst types from USPTO. The task is: Predict which catalyst facilitates the given reaction. The catalyst class is: 14. Product: [N:25]1[CH:26]=[CH:27][C:22]([CH2:21][C:34]([NH:33][C:30](=[O:32])[CH3:31])([C:40]([O:42][CH2:43][CH3:44])=[O:41])[C:35]([O:37][CH2:38][CH3:39])=[O:36])=[CH:23][CH:24]=1. Reactant: COC(=O)C([CH2:21][C:22]1[CH:27]=[CH:26][N:25]=[CH:24][CH:23]=1)NC(=O)CN(S(C1C=CC(C)=CC=1)(=O)=O)C.[Na].[C:30]([NH:33][CH:34]([C:40]([O:42][CH2:43][CH3:44])=[O:41])[C:35]([O:37][CH2:38][CH3:39])=[O:36])(=[O:32])[CH3:31].Cl.N1C=CC(CCl)=CC=1.